Task: Predict which catalyst facilitates the given reaction.. Dataset: Catalyst prediction with 721,799 reactions and 888 catalyst types from USPTO (1) Reactant: [F:1][C:2]1[CH:11]=[C:10]([C:12]2[C:13]([CH3:49])([CH3:48])[C@H:14]3[C@:27]([CH3:30])([CH2:28][CH:29]=2)[C@@H:26]2[C@:17]([CH3:47])([C@@:18]4([CH3:46])[C@H:23]([CH2:24][CH2:25]2)[C@H:22]2[C@H:31]([C:34]([CH3:36])=[CH2:35])[CH2:32][CH2:33][C@:21]2([NH:37][CH2:38][CH2:39][N:40]2[CH2:44][CH2:43][CH2:42][C:41]2=[O:45])[CH2:20][CH2:19]4)[CH2:16][CH2:15]3)[CH:9]=[CH:8][C:3]=1[C:4]([O:6]C)=[O:5].[OH-].[Na+]. Product: [F:1][C:2]1[CH:11]=[C:10]([C:12]2[C:13]([CH3:49])([CH3:48])[C@H:14]3[C@:27]([CH3:30])([CH2:28][CH:29]=2)[C@@H:26]2[C@:17]([CH3:47])([C@@:18]4([CH3:46])[C@H:23]([CH2:24][CH2:25]2)[C@H:22]2[C@H:31]([C:34]([CH3:36])=[CH2:35])[CH2:32][CH2:33][C@:21]2([NH:37][CH2:38][CH2:39][N:40]2[CH2:44][CH2:43][CH2:42][C:41]2=[O:45])[CH2:20][CH2:19]4)[CH2:16][CH2:15]3)[CH:9]=[CH:8][C:3]=1[C:4]([OH:6])=[O:5]. The catalyst class is: 12. (2) Reactant: [CH2:1]([Li])[CH2:2][CH2:3][CH3:4].[CH:6]1[C:18]2CC3[C:11](=[CH:12][CH:13]=[CH:14][CH:15]=3)[C:10]=2[CH:9]=[CH:8][CH:7]=1.BrCC.Cl. Product: [CH2:3]([CH:2]1[C:1]2[CH:15]=[CH:14][CH:13]=[CH:12][C:11]=2[C:10]2[C:9]1=[CH:8][CH:7]=[CH:6][CH:18]=2)[CH3:4]. The catalyst class is: 20. (3) Reactant: [OH-].[Na+].C[O:4][C:5](=[O:23])[CH2:6][CH2:7][CH2:8][CH2:9][CH2:10][CH2:11][C:12]1[O:13][CH:14]=[C:15]([C:17]2[CH:22]=[CH:21][CH:20]=[CH:19][CH:18]=2)[N:16]=1.Cl. Product: [C:17]1([C:15]2[N:16]=[C:12]([CH2:11][CH2:10][CH2:9][CH2:8][CH2:7][CH2:6][C:5]([OH:23])=[O:4])[O:13][CH:14]=2)[CH:18]=[CH:19][CH:20]=[CH:21][CH:22]=1. The catalyst class is: 72. (4) Reactant: C([O:8][C:9](=[O:46])[CH2:10][CH:11]1[CH2:16][CH2:15][N:14]([C:17]([O:19][CH:20](CC)[N:21]([C:36]2[CH:41]=[CH:40][C:39]([F:42])=[CH:38][C:37]=2[Cl:43])[S:22]([CH:25]2[CH2:30][CH2:29][CH2:28][CH:27]=[C:26]2[C:31]([O:33][CH2:34][CH3:35])=[O:32])(=[O:24])=[O:23])=[O:18])[CH2:13][CH2:12]1)C1C=CC=CC=1. Product: [Cl:43][C:37]1[CH:38]=[C:39]([F:42])[CH:40]=[CH:41][C:36]=1[N:21]([CH2:20][O:19][C:17]([N:14]1[CH2:13][CH2:12][CH:11]([CH2:10][C:9]([OH:46])=[O:8])[CH2:16][CH2:15]1)=[O:18])[S:22]([CH:25]1[CH2:30][CH2:29][CH2:28][CH:27]=[C:26]1[C:31]([O:33][CH2:34][CH3:35])=[O:32])(=[O:23])=[O:24]. The catalyst class is: 129. (5) Reactant: C[O:2][C:3]([C:5]1[S:6][CH:7]=[C:8]([CH2:10][CH2:11][CH2:12][C:13]2[C:21]3[C:20]([NH2:22])=[N:19][C:18]([NH2:23])=[N:17][C:16]=3[O:15][CH:14]=2)[CH:9]=1)=[O:4].[OH-].[Na+].C(Cl)(Cl)Cl.CO. Product: [NH2:23][C:18]1[N:19]=[C:20]([NH2:22])[C:21]2[C:13]([CH2:12][CH2:11][CH2:10][C:8]3[CH:9]=[C:5]([C:3]([OH:4])=[O:2])[S:6][CH:7]=3)=[CH:14][O:15][C:16]=2[N:17]=1. The catalyst class is: 5.